Dataset: Peptide-MHC class I binding affinity with 185,985 pairs from IEDB/IMGT. Task: Regression. Given a peptide amino acid sequence and an MHC pseudo amino acid sequence, predict their binding affinity value. This is MHC class I binding data. (1) The peptide sequence is CILESLFRA. The MHC is HLA-A02:07 with pseudo-sequence HLA-A02:07. The binding affinity (normalized) is 0.189. (2) The peptide sequence is RAAQRRTAA. The MHC is HLA-B51:01 with pseudo-sequence HLA-B51:01. The binding affinity (normalized) is 0.0847. (3) The peptide sequence is FRNLAYGRTCVLGK. The MHC is HLA-B51:01 with pseudo-sequence HLA-B51:01. The binding affinity (normalized) is 0.0519. (4) The peptide sequence is YCPGTTVTL. The MHC is HLA-B48:01 with pseudo-sequence HLA-B48:01. The binding affinity (normalized) is 0.0847. (5) The peptide sequence is LLFYTRHRF. The MHC is HLA-B08:01 with pseudo-sequence HLA-B08:01. The binding affinity (normalized) is 0.645. (6) The peptide sequence is IFLFLMSGR. The MHC is HLA-A33:01 with pseudo-sequence HLA-A33:01. The binding affinity (normalized) is 0.787. (7) The peptide sequence is SAEPVPLQL. The MHC is HLA-A02:02 with pseudo-sequence HLA-A02:02. The binding affinity (normalized) is 0. (8) The peptide sequence is GEVPSTEDL. The MHC is Patr-B2401 with pseudo-sequence Patr-B2401. The binding affinity (normalized) is 0.142. (9) The peptide sequence is FTFDLTALK. The MHC is HLA-B57:01 with pseudo-sequence HLA-B57:01. The binding affinity (normalized) is 0.0847.